Dataset: Catalyst prediction with 721,799 reactions and 888 catalyst types from USPTO. Task: Predict which catalyst facilitates the given reaction. (1) Reactant: C[O:2][CH2:3][C@H:4]([CH3:34])[O:5][C:6]1[CH:7]=[C:8]([CH:20]=[C:21]([C:23]2[NH:24][C:25]([C:28]3[O:29][C@@H:30]([CH3:33])[CH2:31][N:32]=3)=[CH:26][CH:27]=2)[CH:22]=1)[O:9][C:10]1[N:11]=[N:12][C:13]([S:16]([CH3:19])(=[O:18])=[O:17])=[CH:14][CH:15]=1.B(Br)(Br)Br.C(=O)([O-])O.[Na+]. Product: [CH3:33][C@@H:30]1[O:29][C:28]([C:25]2[NH:24][C:23]([C:21]3[CH:22]=[C:6]([CH:7]=[C:8]([O:9][C:10]4[N:11]=[N:12][C:13]([S:16]([CH3:19])(=[O:17])=[O:18])=[CH:14][CH:15]=4)[CH:20]=3)[O:5][C@@H:4]([CH3:34])[CH2:3][OH:2])=[CH:27][CH:26]=2)=[N:32][CH2:31]1. The catalyst class is: 2. (2) Reactant: [S:1]1[CH:5]=[CH:4][N:3]=[C:2]1[NH:6][C:7](=[O:24])[C:8]1[CH:13]=[CH:12][C:11]([CH3:14])=[C:10](B2OC(C)(C)C(C)(C)O2)[CH:9]=1.C(=O)([O-])[O-].[Na+].[Na+].Br[C:32]1[CH:46]=[CH:45][C:35]2[C:36]([CH:39]3[CH2:44][CH2:43][NH:42][CH2:41][CH2:40]3)=[N:37][O:38][C:34]=2[CH:33]=1. Product: [CH3:14][C:11]1[CH:12]=[CH:13][C:8]([C:7]([NH:6][C:2]2[S:1][CH:5]=[CH:4][N:3]=2)=[O:24])=[CH:9][C:10]=1[C:32]1[CH:46]=[CH:45][C:35]2[C:36]([CH:39]3[CH2:40][CH2:41][NH:42][CH2:43][CH2:44]3)=[N:37][O:38][C:34]=2[CH:33]=1. The catalyst class is: 276.